This data is from Experimentally validated miRNA-target interactions with 360,000+ pairs, plus equal number of negative samples. The task is: Binary Classification. Given a miRNA mature sequence and a target amino acid sequence, predict their likelihood of interaction. (1) The miRNA is mmu-miR-497b with sequence CACCACAGUGUGGUUUGGACGUGG. The protein sequence of the target gene is MPVQAAQWTEFLSCPICYNEFDENVHKPISLGCSHTVCKTCLNKLHRKACPFDQTAINTDIDVLPVNFALLQLVGAQVPDHQSIKLSNLGENKHYEVAKKCVEDLALYLKPLSGGKGVASLNQSALSRPMQRKLVTLVNCQLVEEEGRVRAMRAARSLGERTVTELILQHQNPQQLSANLWAAVRARGCQFLGPAMQEEALKLVLLALEDGSALSRKVLVLFVVQRLEPRFPQASKTSIGHVVQLLYRASCFKVTKRDEDSSLMQLKEEFRSYEALRREHDAQIVHIAMEAGLRISPEQW.... Result: 0 (no interaction). (2) The miRNA is hsa-miR-4717-5p with sequence UAGGCCACAGCCACCCAUGUGU. The protein sequence of the target gene is MDVGELLSYQPNRGTKRPRDDEEEEQKMRRKQTGTRERGRYREEEMTVVEEADDDKKRLLQIIDRDGEEEEEEEEPLDESSVKKMILTFEKRSYKNQELRIKFPDNPEKFMESELDLNDIIQEMHVVATMPDLYHLLVELNAVQSLLGLLGHDNTDVSIAVVDLLQELTDIDTLHESEEGAEVLIDALVDGQVVALLVQNLERLDESVKEEADGVHNTLAIVENMAEFRPEMCTEGAQQGLLQWLLKRLKAKMPFDANKLYCSEVLAILLQDNDENRELLGELDGIDVLLQQLSVFKRHN.... Result: 0 (no interaction). (3) The miRNA is hsa-miR-4680-5p with sequence AGAACUCUUGCAGUCUUAGAUGU. The protein sequence of the target gene is MQIIRHSEQTLKTALISKNPVLVSQYEKLNAGEQRLMNEAFQPASDLFGPITLHSPSDWITSHPEAPQDFEQFFSDPYRKTPSPNKRSIYIQSIGSLGNTRIISEEYIKWLTGYCKAYFYGLRVKLLEPVPVSVTRCSFRVNENTHNLQIHAGDILKFLKKKKPEDAFCVVGITMIDLYPRDSWNFVFGQASLTDGVGIFSFARYGSDFYSMHYKGKVKKLKKTSSSDYSIFDNYYIPEITSVLLLRSCKTLTHEIGHIFGLRHCQWLACLMQGSNHLEEADRRPLNLCPICLHKLQCAV.... Result: 0 (no interaction). (4) The miRNA is hsa-miR-1226-3p with sequence UCACCAGCCCUGUGUUCCCUAG. The protein sequence of the target gene is MPSAKQRGSKGGHGAASPSEKGAHPSGGADDVAKKPPPAPQQPPPPPAPHPQQHPQQHPQNQAHGKGGHRGGGGGGGKSSSSSSASAAAAAAAASSSASCSRRLGRALNFLFYLALVAAAAFSGWCVHHVLEEVQQVRRSHQDFSRQREELGQGLQGVEQKVQSLQATFGTFESILRSSQHKQDLTEKAVKQGESEVSRISEVLQKLQNEILKDLSDGIHVVKDARERDFTSLENTVEERLTELTKSINDNIAIFTEVQKRSQKEINDMKAKVASLEESEGNKQDLKALKEAVKEIQTSA.... Result: 1 (interaction). (5) The miRNA is hsa-miR-7852-3p with sequence UAUGUAGUAGUCAAAGGCAUUU. The protein sequence of the target gene is MEEAELVKGRLQAITDKRKIQEEISQKRLKIEEEKLKHQHLKKKALREKWLLDGIGSGKEHEEMRKQNQQDQHQTQVLEQSILRLEKEIQDLEKAELQISANEEAILKKLKSIEKTTEDIIRSVKVEKEENPEESIEDIYANIPDLPSSYIPSRLRKERNEGPDDEQNRKALYAMEIKVEKDLKTGESVVLSSIPLPSDDFKSTGIKVYEDRQKSVYAVSSNQNTTYNGTDGLAPVEVEDLLRQASERNSKSPTEYHEPVYANPFCRPVTPQRERVISPGPNFQERIMMKTNGLGNHANE.... Result: 0 (no interaction). (6) The miRNA is hsa-miR-6732-5p with sequence UAGGGGGUGGCAGGCUGGCC. The protein sequence of the target gene is MGDDRPFVCNAPGCGQRFTNEDHLAVHKHKHEMTLKFGPARTDSVIIADQTPTPTRFLKNCEEVGLFNELASSFEHEFKKAADEDEKKAAAGPLDMSLPSTPDIKIKEEEPVEVDSSPPDSPASSPCSPPLKEKEVTPKPVLISTPTPTIVRPGSLPLHLGYDPLHPTLPSPTSVITQAPPSNRQMGSPTGSLPLVMHLANGQTMPVLPGPPVQMPSVISLARPVSMVPNIPGIPGPPVNSSGSISPSGHPIPSEAKMRLKATLTHQVSSINGGCGMVVGTASTMVTARPEQSQILIQHP.... Result: 0 (no interaction). (7) The miRNA is hsa-miR-8054 with sequence GAAAGUACAGAUCGGAUGGGU. The protein sequence of the target gene is MQAKYSSTRDMLDDDGDTTMSLHSQGSATTRHPEPRRTEHRAPSSTWRPVALTLLTLCLVLLIGLAALGLLFFQYYQLSNTGQDTISQMEERLGNTSQELQSLQVQNIKLAGSLQHVAEKLCRELYNKAGAHRCSPCTEQWKWHGDNCYQFYKDSKSWEDCKYFCLSENSTMLKINKQEDLEFAASQSYSEFFYSYWTGLLRPDSGKAWLWMDGTPFTSELFHIIIDVTSPRSRDCVAILNGMIFSKDCKELKRCVCERRAGMVKPESLHVPPETLGEGD. Result: 0 (no interaction). (8) The miRNA is hsa-miR-548ae-5p with sequence AAAAGUAAUUGUGGUUUUUG. The protein sequence of the target gene is MSTTQRKDDSHLFTSSCTRQLQVQEDRQQQEKYVIAQPIFVFEKGEHNFKRPAEDSLEETAEPEFTGFLRKRVRSSSVTLHTTDPQSQGVATLSQTRLRSSSFTDVPTFPPCRPVRKNNVFMTSRLLQRSDDMNNVEQGPPMRSSEQVLRPAVLQPSQTQSCQKAGTTFGPGALKSYKTKEKAEHEISEVGSSSSLLSENLPNARSSIQLSTDPCISEAPSGCQPKEDKCSFTSCSSDFVFGENMVERVLGTQKLTQPPLQNLSYAKEKTFKSVLKFPNAVSNSDSIENISLVESAAAFS.... Result: 0 (no interaction). (9) The miRNA is rno-miR-542-3p with sequence UGUGACAGAUUGAUAACUGAAA. The protein sequence of the target gene is MVLPLILTLVIVAPIFLWMYSWYISAIPKHYVKPGTKLQKKVHSNLRILEQKYHPSWWCPFGTTQTVVRQIFRDCPSLPFTREIVEFDDGGAAGIDWLIPEGADDTTPIVVFLPGITGSTHDSSYVLHPVKEARDKGWKCVVVNPRGLGGVKLRTTRTYNAATPHDFAFIAKMINERYPDAKKLGCGFSMGGMILWNYLAMTGENADLDGGMIVSSPWDPLVASDSIECFIPQLIFNSFIAKNLVDMVRPYRELFKDMVDFDEVCRCNTVRGFDRSFVIPMYGFKSCDDYYRQATLATKV.... Result: 0 (no interaction).